Dataset: Reaction yield outcomes from USPTO patents with 853,638 reactions. Task: Predict the reaction yield, written as a fraction of the theoretical maximum amount of product (1.0 means a 100% yield; for example, 0.34 means a 34% yield). The reactants are C(OC([N:8]1[C:12]2[CH:13]=[CH:14][CH:15]=[CH:16][C:11]=2[N:10]=[C:9]1[CH2:17][N:18]([CH2:31][CH2:32][CH2:33][CH2:34][N:35]1C(=O)C2C(=CC=CC=2)C1=O)[CH:19]1[C:28]2[N:27]=[CH:26][CH:25]=[C:24]([O:29][CH3:30])[C:23]=2[CH2:22][CH2:21][CH2:20]1)=O)(C)(C)C.O.NN. The catalyst is C(O)C. The product is [NH:8]1[C:12]2[CH:13]=[CH:14][CH:15]=[CH:16][C:11]=2[N:10]=[C:9]1[CH2:17][N:18]([CH:19]1[C:28]2[N:27]=[CH:26][CH:25]=[C:24]([O:29][CH3:30])[C:23]=2[CH2:22][CH2:21][CH2:20]1)[CH2:31][CH2:32][CH2:33][CH2:34][NH2:35]. The yield is 0.680.